Dataset: Forward reaction prediction with 1.9M reactions from USPTO patents (1976-2016). Task: Predict the product of the given reaction. (1) Given the reactants O[CH2:2][C:3]1[N:4]=[C:5]2[C:10]([N:11]3[CH2:16][CH2:15][O:14][CH2:13][CH2:12]3)=[N:9][CH:8]=[C:7]([C:17]3[CH:18]=[CH:19][C:20]([N:23]4[CH2:28][CH2:27][N:26]([C:29]([O:31][C:32]([CH3:35])([CH3:34])[CH3:33])=[O:30])[CH2:25][CH2:24]4)=[N:21][CH:22]=3)[N:6]2[CH:36]=1.CCN(C(C)C)C(C)C.CS(Cl)(=O)=O.[N:51]1[C:60]2[C:55](=[CH:56][CH:57]=[CH:58][CH:59]=2)[CH:54]=[CH:53][C:52]=1[SH:61].C([O-])([O-])=O.[K+].[K+], predict the reaction product. The product is: [O:14]1[CH2:13][CH2:12][N:11]([C:10]2[C:5]3[N:6]([CH:36]=[C:3]([CH2:2][S:61][C:52]4[CH:53]=[CH:54][C:55]5[C:60](=[CH:59][CH:58]=[CH:57][CH:56]=5)[N:51]=4)[N:4]=3)[C:7]([C:17]3[CH:18]=[CH:19][C:20]([N:23]4[CH2:28][CH2:27][N:26]([C:29]([O:31][C:32]([CH3:33])([CH3:35])[CH3:34])=[O:30])[CH2:25][CH2:24]4)=[N:21][CH:22]=3)=[CH:8][N:9]=2)[CH2:16][CH2:15]1. (2) Given the reactants [N:1]([CH2:4][CH:5]([OH:18])[CH2:6][CH2:7][C:8]1[S:12][C:11]([C:13]([O:15][CH2:16][CH3:17])=[O:14])=[N:10][N:9]=1)=[N+:2]=[N-:3].[C:19]([O:23][C:24]([CH3:27])([CH3:26])[CH3:25])(=[O:22])[C:20]#[CH:21].O=C1O[C@H]([C@H](CO)O)C([O-])=C1O.[Na+].CC(O)(C)C.O, predict the reaction product. The product is: [C:24]([O:23][C:19]([C:20]1[N:3]=[N:2][N:1]([CH2:4][CH:5]([OH:18])[CH2:6][CH2:7][C:8]2[S:12][C:11]([C:13]([O:15][CH2:16][CH3:17])=[O:14])=[N:10][N:9]=2)[CH:21]=1)=[O:22])([CH3:27])([CH3:26])[CH3:25]. (3) Given the reactants C(=O)([O-])[O-].[K+].[K+].[NH:7]1[CH2:14][CH2:13][CH2:12][C@H:8]1[C:9](O)=O.BrC1C=CN=CC=1.[NH:22]1[CH2:27][CH2:26][CH:25]([CH2:28][NH:29][C:30](=[O:36])[O:31][C:32]([CH3:35])([CH3:34])[CH3:33])[CH2:24][CH2:23]1, predict the reaction product. The product is: [N:7]1[CH:9]=[CH:8][C:12]([N:22]2[CH2:27][CH2:26][CH:25]([CH2:28][NH:29][C:30](=[O:36])[O:31][C:32]([CH3:34])([CH3:33])[CH3:35])[CH2:24][CH2:23]2)=[CH:13][CH:14]=1.